This data is from Full USPTO retrosynthesis dataset with 1.9M reactions from patents (1976-2016). The task is: Predict the reactants needed to synthesize the given product. (1) Given the product [OH:33][C:22]1[C:21](=[O:34])[N:9]([CH2:8][CH2:7][CH2:6][N:1]2[CH:5]=[CH:4][N:3]=[CH:2]2)[CH:10]([C:11]2[CH:16]=[CH:15][CH:14]=[CH:13][CH:12]=2)[C:23]=1[C:24]1[C:32]2[C:27](=[CH:28][CH:29]=[CH:30][CH:31]=2)[NH:26][CH:25]=1, predict the reactants needed to synthesize it. The reactants are: [N:1]1([CH2:6][CH2:7][CH2:8][NH2:9])[CH:5]=[CH:4][N:3]=[CH:2]1.[CH:10](=O)[C:11]1[CH:16]=[CH:15][CH:14]=[CH:13][CH:12]=1.C(O[C:21](=[O:34])[C:22](=[O:33])[CH2:23][C:24]1[C:32]2[C:27](=[CH:28][CH:29]=[CH:30][CH:31]=2)[NH:26][CH:25]=1)C. (2) Given the product [CH3:1][O:2][C:3](=[O:23])[CH:4]([N:6]1[C:14]2[C:9](=[CH:10][C:11]([OH:15])=[CH:12][CH:13]=2)[CH:8]=[CH:7]1)[CH3:5], predict the reactants needed to synthesize it. The reactants are: [CH3:1][O:2][C:3](=[O:23])[CH:4]([N:6]1[C:14]2[C:9](=[CH:10][C:11]([O:15]CC3C=CC=CC=3)=[CH:12][CH:13]=2)[CH:8]=[CH:7]1)[CH3:5].C([O-])=O.[NH4+].